Dataset: Catalyst prediction with 721,799 reactions and 888 catalyst types from USPTO. Task: Predict which catalyst facilitates the given reaction. (1) Reactant: [C:1]([O:5][C:6]([N:8]1[CH2:13][CH2:12][CH2:11][C:10]2([CH2:22][C:21](=[O:23])[C:20]3[C:15](=[CH:16][CH:17]=[C:18](/[CH:24]=[CH:25]/[C:26](O)=[O:27])[CH:19]=3)[O:14]2)[CH2:9]1)=[O:7])([CH3:4])([CH3:3])[CH3:2].C(Cl)CCl.C1C=CC2N(O)N=NC=2C=1.[NH2:43][O:44][CH:45]1[CH2:50][CH2:49][CH2:48][CH2:47][O:46]1. Product: [C:1]([O:5][C:6]([N:8]1[CH2:13][CH2:12][CH2:11][C:10]2([CH2:22][C:21](=[O:23])[C:20]3[C:15](=[CH:16][CH:17]=[C:18](/[CH:24]=[CH:25]/[C:26]([NH:43][O:44][CH:45]4[CH2:50][CH2:49][CH2:48][CH2:47][O:46]4)=[O:27])[CH:19]=3)[O:14]2)[CH2:9]1)=[O:7])([CH3:4])([CH3:3])[CH3:2]. The catalyst class is: 2. (2) Reactant: [OH:1][CH2:2][CH2:3][CH:4]=[CH:5][CH2:6][N:7]1[C:11](=[O:12])[O:10][N:9]=[C:8]1[CH3:13].C(N(CC)CC)C.[CH3:21][S:22](Cl)(=[O:24])=[O:23]. Product: [CH3:13][C:8]1[N:7]([CH2:6][CH:5]=[CH:4][CH2:3][CH2:2][O:1][S:22]([CH3:21])(=[O:24])=[O:23])[C:11](=[O:12])[O:10][N:9]=1. The catalyst class is: 124.